From a dataset of Forward reaction prediction with 1.9M reactions from USPTO patents (1976-2016). Predict the product of the given reaction. (1) Given the reactants [CH3:1][N:2]([CH3:8])[CH2:3][CH2:4][CH2:5][NH:6][CH3:7].F[C:10]1[CH:38]=[CH:37][C:13]([C:14]([NH:16][C:17]2[CH:18]=[CH:19][C:20]([CH3:36])=[C:21]([NH:23][C:24](=[O:35])[C:25]3[CH:30]=[CH:29][C:28]([O:31][CH3:32])=[C:27]([O:33][CH3:34])[CH:26]=3)[CH:22]=2)=[O:15])=[CH:12][CH:11]=1.C(=O)([O-])[O-].[K+].[K+], predict the reaction product. The product is: [CH3:1][N:2]([CH3:8])[CH2:3][CH2:4][CH2:5][N:6]([C:10]1[CH:38]=[CH:37][C:13]([C:14]([NH:16][C:17]2[CH:18]=[CH:19][C:20]([CH3:36])=[C:21]([NH:23][C:24](=[O:35])[C:25]3[CH:30]=[CH:29][C:28]([O:31][CH3:32])=[C:27]([O:33][CH3:34])[CH:26]=3)[CH:22]=2)=[O:15])=[CH:12][CH:11]=1)[CH3:7]. (2) The product is: [NH2:1][C:4]1[CH:5]=[C:6]2[C:10](=[CH:11][CH:12]=1)[NH:9][CH:8]=[C:7]2[C:13]1[CH2:18][CH2:17][N:16]([C:19]([O:21][C:22]([CH3:25])([CH3:24])[CH3:23])=[O:20])[CH2:15][CH:14]=1. Given the reactants [N+:1]([C:4]1[CH:5]=[C:6]2[C:10](=[CH:11][CH:12]=1)[NH:9][CH:8]=[C:7]2[C:13]1[CH2:18][CH2:17][N:16]([C:19]([O:21][C:22]([CH3:25])([CH3:24])[CH3:23])=[O:20])[CH2:15][CH:14]=1)([O-])=O.[Cl-].[NH4+], predict the reaction product. (3) Given the reactants [F:1][C:2]([F:24])([F:23])[C:3]1[CH:4]=[C:5]([C:9]2[C:17]3[C:12](=[CH:13][C:14]([C:18]([O:20]C)=[O:19])=[CH:15][CH:16]=3)[N:11]([CH3:22])[CH:10]=2)[CH:6]=[CH:7][CH:8]=1.O[Li].O, predict the reaction product. The product is: [F:23][C:2]([F:1])([F:24])[C:3]1[CH:4]=[C:5]([C:9]2[C:17]3[C:12](=[CH:13][C:14]([C:18]([OH:20])=[O:19])=[CH:15][CH:16]=3)[N:11]([CH3:22])[CH:10]=2)[CH:6]=[CH:7][CH:8]=1. (4) Given the reactants Br[CH2:2][C:3]([C:5]1[CH:9]=[CH:8][S:7][C:6]=1[S:10]([NH2:13])(=[O:12])=[O:11])=[O:4].B(Cl)([C@@H]1[C@@H](C)C2C(C)(C)C(C2)C1)[C@@H]1[C@@H](C)C2C(C)(C)C(C2)C1.[OH-].[Na+], predict the reaction product. The product is: [OH:4][C@H:3]1[C:5]2[CH:9]=[CH:8][S:7][C:6]=2[S:10](=[O:12])(=[O:11])[NH:13][CH2:2]1.